Task: Predict the product of the given reaction.. Dataset: Forward reaction prediction with 1.9M reactions from USPTO patents (1976-2016) Given the reactants [C:1]([O:5][C:6]([N:8]1[CH2:12][CH2:11][CH:10]([C:13]2[CH:18]=[CH:17][C:16]([S:19]([C:22]3[CH:27]=[CH:26][CH:25]=[C:24]([F:28])[CH:23]=3)(=[O:21])=[O:20])=[CH:15][C:14]=2[OH:29])[CH2:9]1)=[O:7])([CH3:4])([CH3:3])[CH3:2].[BH4-].[Li+].OS([O-])(=O)=O.[K+].[O-]S([O-])(=O)=O.[Na+].[Na+].C1C[O:48][CH2:47][CH2:46]1, predict the reaction product. The product is: [C:1]([O:5][C:6]([N:8]1[CH2:12][CH2:11][CH:10]([C:13]2[CH:18]=[CH:17][C:16]([S:19]([C:22]3[CH:27]=[CH:26][CH:25]=[C:24]([F:28])[CH:23]=3)(=[O:21])=[O:20])=[CH:15][C:14]=2[O:29][CH2:46][CH2:47][OH:48])[CH2:9]1)=[O:7])([CH3:4])([CH3:2])[CH3:3].